This data is from Forward reaction prediction with 1.9M reactions from USPTO patents (1976-2016). The task is: Predict the product of the given reaction. The product is: [Br:17][C:18]1[CH:19]=[C:20]([CH:22]=[CH:23][C:24]=1[O:25][CH2:26][CH3:27])[NH:21][CH:28]=[C:3]([C:1]#[N:2])[C:4]([NH:6][C:7]1[CH:12]=[C:11]([O:13][CH3:14])[C:10]([Cl:15])=[CH:9][C:8]=1[Cl:16])=[O:5]. Given the reactants [C:1]([CH2:3][C:4]([NH:6][C:7]1[CH:12]=[C:11]([O:13][CH3:14])[C:10]([Cl:15])=[CH:9][C:8]=1[Cl:16])=[O:5])#[N:2].[Br:17][C:18]1[CH:19]=[C:20]([CH:22]=[CH:23][C:24]=1[O:25][CH2:26][CH3:27])[NH2:21].[CH2:28](OC(OCC)OCC)C, predict the reaction product.